This data is from Peptide-MHC class I binding affinity with 185,985 pairs from IEDB/IMGT. The task is: Regression. Given a peptide amino acid sequence and an MHC pseudo amino acid sequence, predict their binding affinity value. This is MHC class I binding data. (1) The peptide sequence is YLFYDFLLV. The MHC is HLA-A02:02 with pseudo-sequence HLA-A02:02. The binding affinity (normalized) is 0.917. (2) The peptide sequence is ILWENNIKL. The MHC is HLA-A02:01 with pseudo-sequence HLA-A02:01. The binding affinity (normalized) is 0.908. (3) The peptide sequence is QYSPHSFMA. The MHC is HLA-B18:01 with pseudo-sequence HLA-B18:01. The binding affinity (normalized) is 0.0847. (4) The peptide sequence is YELLRYNEY. The MHC is HLA-B40:01 with pseudo-sequence HLA-B40:01. The binding affinity (normalized) is 0.116. (5) The peptide sequence is SATESDAIRT. The MHC is HLA-A02:01 with pseudo-sequence HLA-A02:01. The binding affinity (normalized) is 0. (6) The peptide sequence is KRIKGTIM. The MHC is Mamu-B08 with pseudo-sequence Mamu-B08. The binding affinity (normalized) is 0.424. (7) The peptide sequence is ATFSVPMEK. The MHC is HLA-A68:02 with pseudo-sequence HLA-A68:02. The binding affinity (normalized) is 0.178. (8) The peptide sequence is KQNPDIVIY. The MHC is HLA-A02:01 with pseudo-sequence HLA-A02:01. The binding affinity (normalized) is 0. (9) The peptide sequence is SWPWQIEYIHF. The MHC is Mamu-A01 with pseudo-sequence Mamu-A01. The binding affinity (normalized) is 0.253. (10) The MHC is H-2-Db with pseudo-sequence H-2-Db. The peptide sequence is FQPQNGQKI. The binding affinity (normalized) is 0.400.